This data is from Forward reaction prediction with 1.9M reactions from USPTO patents (1976-2016). The task is: Predict the product of the given reaction. (1) Given the reactants [CH:1](NC(C)C)(C)C.C([Li])CCC.[CH:13]1([CH2:16][O:17][C@H:18]2[CH2:23][CH2:22][C@H:21]([C:24]([OH:26])=[O:25])[CH2:20][CH2:19]2)[CH2:15][CH2:14]1.IC.C(O)(=O)CC(CC(O)=O)(C(O)=O)O, predict the reaction product. The product is: [CH:13]1([CH2:16][O:17][CH:18]2[CH2:23][CH2:22][C:21]([CH3:1])([C:24]([OH:26])=[O:25])[CH2:20][CH2:19]2)[CH2:14][CH2:15]1. (2) Given the reactants Br[C:2]1[CH:3]=[CH:4][C:5]([F:8])=[N:6][CH:7]=1.[CH2:9](B(CC)CC)[CH3:10].O1CCCC1.C(=O)([O-])[O-].[K+].[K+].O, predict the reaction product. The product is: [CH2:9]([C:2]1[CH:3]=[CH:4][C:5]([F:8])=[N:6][CH:7]=1)[CH3:10]. (3) Given the reactants [Cl:1][C:2]1[CH:3]=[C:4]([CH2:17]I)[C:5]2[O:9][C:8]([CH:10]3[CH2:15][CH2:14][CH2:13][CH2:12][CH2:11]3)=[CH:7][C:6]=2[CH:16]=1.[NH:19]1[CH:23]=[CH:22][CH:21]=[N:20]1.[C:24]([O-])([O-])=O.[K+].[K+].[CH3:30][CH2:31][O:32][C:33](C)=[O:34], predict the reaction product. The product is: [Cl:1][C:2]1[CH:3]=[C:4]([CH2:17][N:19]2[C:23]([CH3:24])=[CH:22][C:21]([C:33]([O:32][CH2:31][CH3:30])=[O:34])=[N:20]2)[C:5]2[O:9][C:8]([CH:10]3[CH2:15][CH2:14][CH2:13][CH2:12][CH2:11]3)=[CH:7][C:6]=2[CH:16]=1. (4) Given the reactants [Br:1][CH2:2][C:3](Br)=[O:4].[C:6]([O:10][C:11]([N:13]1[CH2:18][CH2:17][NH:16][CH2:15][CH2:14]1)=[O:12])([CH3:9])([CH3:8])[CH3:7].C(N(C(C)C)CC)(C)C, predict the reaction product. The product is: [C:6]([O:10][C:11]([N:13]1[CH2:18][CH2:17][N:16]([C:3](=[O:4])[CH2:2][Br:1])[CH2:15][CH2:14]1)=[O:12])([CH3:9])([CH3:7])[CH3:8]. (5) Given the reactants [CH:1]([C:4]1[CH:9]=[CH:8][C:7]([C:10]2[C:14]3[C:15]([CH3:22])=[C:16]([NH2:21])[C:17]([CH3:20])=[C:18]([CH3:19])[C:13]=3[O:12][C:11]=2[CH3:23])=[CH:6][CH:5]=1)([CH3:3])[CH3:2].[C:24](Cl)(=[O:31])[C:25]1[CH:30]=[CH:29][CH:28]=[CH:27][CH:26]=1, predict the reaction product. The product is: [CH:1]([C:4]1[CH:9]=[CH:8][C:7]([C:10]2[C:14]3[C:15]([CH3:22])=[C:16]([NH:21][C:24](=[O:31])[C:25]4[CH:30]=[CH:29][CH:28]=[CH:27][CH:26]=4)[C:17]([CH3:20])=[C:18]([CH3:19])[C:13]=3[O:12][C:11]=2[CH3:23])=[CH:6][CH:5]=1)([CH3:3])[CH3:2].